The task is: Regression/Classification. Given a drug SMILES string, predict its absorption, distribution, metabolism, or excretion properties. Task type varies by dataset: regression for continuous measurements (e.g., permeability, clearance, half-life) or binary classification for categorical outcomes (e.g., BBB penetration, CYP inhibition). Dataset: cyp1a2_veith.. This data is from CYP1A2 inhibition data for predicting drug metabolism from PubChem BioAssay. (1) The molecule is Cc1noc(NS(=O)(=O)c2ccc(NC(=O)c3ccc(Br)o3)cc2)c1C. The result is 0 (non-inhibitor). (2) The drug is COc1ccc2c(c1)CCc1sc(NC(=O)c3ccc(C)cc3)nc1-2. The result is 1 (inhibitor).